Dataset: Full USPTO retrosynthesis dataset with 1.9M reactions from patents (1976-2016). Task: Predict the reactants needed to synthesize the given product. (1) Given the product [CH2:15]([CH:14]([O:13][C:12]1[C:7]([C:30]([OH:32])=[O:31])=[C:8]([NH:20][C:21]2[C:26]([CH3:27])=[CH:25][C:24]([CH3:28])=[CH:23][C:22]=2[CH3:29])[N:9]=[C:10]([CH3:19])[N:11]=1)[CH2:17][CH3:18])[CH3:16], predict the reactants needed to synthesize it. The reactants are: [Li]CCCC.Br[C:7]1[C:8]([NH:20][C:21]2[C:26]([CH3:27])=[CH:25][C:24]([CH3:28])=[CH:23][C:22]=2[CH3:29])=[N:9][C:10]([CH3:19])=[N:11][C:12]=1[O:13][CH:14]([CH2:17][CH3:18])[CH2:15][CH3:16].[C:30](=[O:32])=[O:31]. (2) Given the product [Cl:19][C:14]1[CH:15]=[CH:16][CH:17]=[CH:18][C:13]=1[CH2:12][N:2]1[CH2:3][C:4]2[C:9](=[CH:8][CH:7]=[CH:6][CH:5]=2)[C:1]1=[O:10], predict the reactants needed to synthesize it. The reactants are: [C:1]1(=[O:10])[C:9]2[C:4](=[CH:5][CH:6]=[CH:7][CH:8]=2)[CH2:3][NH:2]1.Br[CH2:12][C:13]1[CH:18]=[CH:17][CH:16]=[CH:15][C:14]=1[Cl:19].C([O-])([O-])=O.[Cs+].[Cs+].C1OCCOCCOCCOCCOCCOC1. (3) The reactants are: [CH3:1][NH:2][C:3]1[CH:8]=[CH:7][N:6]=[CH:5][C:4]=1[N+:9]([O-])=O. Given the product [CH3:1][NH:2][C:3]1[CH:8]=[CH:7][N:6]=[CH:5][C:4]=1[NH2:9], predict the reactants needed to synthesize it. (4) Given the product [Cl:1][C:2]1[CH:3]=[CH:4][C:5]([C:8]2[C:11]([CH:13]3[CH2:14][CH2:15]3)=[N:17][NH:18][C:9]=2[NH2:10])=[CH:6][CH:7]=1, predict the reactants needed to synthesize it. The reactants are: [Cl:1][C:2]1[CH:7]=[CH:6][C:5]([CH:8]([C:11]([CH:13]2[CH2:15][CH2:14]2)=O)[C:9]#[N:10])=[CH:4][CH:3]=1.O.[NH2:17][NH2:18].C(O)(=O)C.